From a dataset of Reaction yield outcomes from USPTO patents with 853,638 reactions. Predict the reaction yield, written as a fraction of the theoretical maximum amount of product (1.0 means a 100% yield; for example, 0.34 means a 34% yield). (1) The reactants are [CH2:1]([O:3][C:4]([C:6]1[C:7]([CH3:16])=[C:8]2[N:13]([CH:14]=1)[N:12]=[CH:11][N:10]=[C:9]2O)=[O:5])[CH3:2].P(Cl)(Cl)([Cl:19])=O.C(N(C(C)C)CC)(C)C. The catalyst is C1(C)C=CC=CC=1. The product is [CH2:1]([O:3][C:4]([C:6]1[C:7]([CH3:16])=[C:8]2[N:13]([CH:14]=1)[N:12]=[CH:11][N:10]=[C:9]2[Cl:19])=[O:5])[CH3:2]. The yield is 0.990. (2) The reactants are [F:8][C:7]([F:10])([F:9])[C:6](O[C:6](=[O:11])[C:7]([F:10])([F:9])[F:8])=[O:11].[F:14][C:15]1[CH:45]=[CH:44][C:18]([CH2:19][C:20]2([CH2:33][NH:34][C@@H:35]3[CH2:37][C@H:36]3[C:38]3[CH:43]=[CH:42][CH:41]=[CH:40][CH:39]=3)[CH2:25][CH2:24][N:23]([C:26]([O:28][C:29]([CH3:32])([CH3:31])[CH3:30])=[O:27])[CH2:22][CH2:21]2)=[CH:17][CH:16]=1.C(N(CC)C(C)C)(C)C. The catalyst is C(Cl)Cl.CCOCC. The product is [F:14][C:15]1[CH:45]=[CH:44][C:18]([CH2:19][C:20]2([CH2:33][N:34]([C@@H:35]3[CH2:37][C@H:36]3[C:38]3[CH:39]=[CH:40][CH:41]=[CH:42][CH:43]=3)[C:6](=[O:11])[C:7]([F:8])([F:9])[F:10])[CH2:21][CH2:22][N:23]([C:26]([O:28][C:29]([CH3:32])([CH3:30])[CH3:31])=[O:27])[CH2:24][CH2:25]2)=[CH:17][CH:16]=1. The yield is 0.880. (3) The reactants are O[C:2]1[C:11](O)=[CH:10][C:9]2[C:4](=[CH:5][CH:6]=[CH:7][CH:8]=2)[CH:3]=1.[CH3:13][C:14]1[C:19]([CH3:20])=[CH:18][C:17]([NH2:21])=[C:16]([NH2:22])[CH:15]=1.CN(C)C1C=CC=CC=1.C(Cl)Cl. The catalyst is C1(C)C=CC=CC=1.CCCCCCC. The product is [CH3:13][C:14]1[C:19]([CH3:20])=[CH:18][C:17]2[NH:21][C:2]3[CH:3]=[C:4]4[CH:5]=[CH:6][CH:7]=[CH:8][C:9]4=[CH:10][C:11]=3[NH:22][C:16]=2[CH:15]=1. The yield is 0.330. (4) The reactants are Cl[C:2]1[CH:3]=[C:4]([NH:10][C:11]2[CH:16]=[CH:15][N:14]=[C:13]([CH3:17])[N:12]=2)[C:5](=[O:9])[N:6]([CH3:8])[N:7]=1.[C:18]([O:21][CH2:22][C:23]1[C:24]([N:32]2[CH2:43][CH2:42][N:41]3[C:34](=[CH:35][C:36]4[CH2:37][C:38]([CH3:45])([CH3:44])[CH2:39][C:40]=43)[C:33]2=[O:46])=[N:25][CH:26]=[CH:27][C:28]=1B(O)O)(=[O:20])[CH3:19].[O-]P([O-])([O-])=O.[K+].[K+].[K+].C([O-])(=O)C.[Na+]. The catalyst is C1C=CC(P(C2C=CC=CC=2)[C-]2C=CC=C2)=CC=1.C1C=CC(P(C2C=CC=CC=2)[C-]2C=CC=C2)=CC=1.Cl[Pd]Cl.[Fe+2].O.C(#N)C. The product is [C:18]([O:21][CH2:22][C:23]1[C:24]([N:32]2[CH2:43][CH2:42][N:41]3[C:34](=[CH:35][C:36]4[CH2:37][C:38]([CH3:45])([CH3:44])[CH2:39][C:40]=43)[C:33]2=[O:46])=[N:25][CH:26]=[CH:27][C:28]=1[C:2]1[CH:3]=[C:4]([NH:10][C:11]2[CH:16]=[CH:15][N:14]=[C:13]([CH3:17])[N:12]=2)[C:5](=[O:9])[N:6]([CH3:8])[N:7]=1)(=[O:20])[CH3:19]. The yield is 0.470. (5) The reactants are [C:1]([C:3]1[CH:11]=[CH:10][CH:9]=[C:8]2[C:4]=1[CH2:5][N:6]([CH:13]([CH2:17][CH2:18][C:19](=[O:21])[NH2:20])[C:14](O)=[O:15])[C:7]2=[O:12])#[N:2]. The catalyst is C(#N)C. The product is [O:15]=[C:14]1[CH:13]([N:6]2[CH2:5][C:4]3[C:3]([C:1]#[N:2])=[CH:11][CH:10]=[CH:9][C:8]=3[C:7]2=[O:12])[CH2:17][CH2:18][C:19](=[O:21])[NH:20]1. The yield is 0.830.